Dataset: Reaction yield outcomes from USPTO patents with 853,638 reactions. Task: Predict the reaction yield, written as a fraction of the theoretical maximum amount of product (1.0 means a 100% yield; for example, 0.34 means a 34% yield). (1) No catalyst specified. The reactants are [NH:1]1[C:9]2[C:4](=[CH:5][CH:6]=[CH:7][CH:8]=2)[C:3](=O)[C:2]1=[O:11].[C:12]([C:15]1[CH:20]=[CH:19][N:18]=[CH:17][CH:16]=1)(=O)[CH3:13].C(C1C=CC(=O)NC=1C)(=[O:23])C. The product is [N:18]1[CH:19]=[CH:20][C:15]([C:12]2[CH:13]=[C:3]([C:2]([OH:11])=[O:23])[C:4]3[C:9](=[CH:8][CH:7]=[CH:6][CH:5]=3)[N:1]=2)=[CH:16][CH:17]=1. The yield is 0.360. (2) The reactants are Br[CH2:2][C:3]1[CH:4]=[C:5]([CH:8]=[C:9]([N+:11]([O-:13])=[O:12])[CH:10]=1)[C:6]#[N:7].Cl.[CH3:15][NH:16][CH3:17].C(N(CC)CC)C. The catalyst is C(Cl)Cl. The product is [CH3:15][N:16]([CH2:2][C:3]1[CH:4]=[C:5]([CH:8]=[C:9]([N+:11]([O-:13])=[O:12])[CH:10]=1)[C:6]#[N:7])[CH3:17]. The yield is 0.870. (3) The reactants are [CH3:1][C:2]1([C:9]([O:11][CH2:12][CH3:13])=[O:10])[CH2:7][CH2:6][C:5](=[O:8])[CH2:4][CH2:3]1.C(C1C=CC=C(C(C)(C)C)N=1)(C)(C)C.[S:28](O[S:28]([C:31]([F:34])([F:33])[F:32])(=[O:30])=[O:29])([C:31]([F:34])([F:33])[F:32])(=[O:30])=[O:29]. The catalyst is ClCCl. The product is [CH3:1][C:2]1([C:9]([O:11][CH2:12][CH3:13])=[O:10])[CH2:3][CH2:4][C:5]([O:8][S:28]([C:31]([F:34])([F:33])[F:32])(=[O:30])=[O:29])=[CH:6][CH2:7]1. The yield is 0.140. (4) The reactants are [Br:1][C:2]1[CH:3]=[C:4]([C:7](=O)[CH2:8][C:9]2[CH:26]=[CH:25][CH:24]=[C:23]([Cl:27])[C:10]=2[C:11]([NH:13][CH2:14][C:15]2[CH:20]=[CH:19][C:18]([F:21])=[CH:17][C:16]=2[F:22])=[O:12])[O:5][CH:6]=1.O.C1(C)C=CC(S(O)(=O)=O)=CC=1.CCN(CC)CC. The catalyst is O1CCOCC1. The product is [Br:1][C:2]1[CH:3]=[C:4]([C:7]2[N:13]([CH2:14][C:15]3[CH:20]=[CH:19][C:18]([F:21])=[CH:17][C:16]=3[F:22])[C:11](=[O:12])[C:10]3[C:9]([CH:8]=2)=[CH:26][CH:25]=[CH:24][C:23]=3[Cl:27])[O:5][CH:6]=1. The yield is 0.820. (5) The reactants are [C:1]([O:5][C:6]([N:8]1[CH2:12][CH2:11][CH2:10][C@H:9]1[C:13]([OH:15])=O)=[O:7])([CH3:4])([CH3:3])[CH3:2].CN(C(ON1N=NC2C=CC=CC1=2)=[N+](C)C)C.[B-](F)(F)(F)F.CN1CCOCC1.[Br:45][C:46]1[CH:55]=[CH:54][C:49]([C:50]([NH:52][NH2:53])=[O:51])=[CH:48][CH:47]=1. The catalyst is O.CCOC(C)=O.CN(C=O)C. The product is [Br:45][C:46]1[CH:55]=[CH:54][C:49]([C:50]([NH:52][NH:53][C:13]([C@@H:9]2[CH2:10][CH2:11][CH2:12][N:8]2[C:6]([O:5][C:1]([CH3:2])([CH3:3])[CH3:4])=[O:7])=[O:15])=[O:51])=[CH:48][CH:47]=1. The yield is 0.741.